Dataset: Catalyst prediction with 721,799 reactions and 888 catalyst types from USPTO. Task: Predict which catalyst facilitates the given reaction. Reactant: [CH3:1][C:2]([CH3:6])([CH3:5])[CH2:3][OH:4].[H-].[Na+].[C:9]([C:11]1[CH:16]=[CH:15][C:14]([CH:17]2[C:26]3[C:25](=[O:27])[CH2:24][CH2:23][CH2:22][C:21]=3[N:20]([C:28]3[CH:33]=[CH:32][CH:31]=[C:30]([C:34]([F:37])([F:36])[F:35])[CH:29]=3)[C:19](=[O:38])[N:18]2[C:39](OC2C=CC([N+]([O-])=O)=CC=2)=[O:40])=[CH:13][CH:12]=1)#[N:10].O. Product: [C:9]([C:11]1[CH:12]=[CH:13][C:14]([CH:17]2[C:26]3[C:25](=[O:27])[CH2:24][CH2:23][CH2:22][C:21]=3[N:20]([C:28]3[CH:33]=[CH:32][CH:31]=[C:30]([C:34]([F:35])([F:36])[F:37])[CH:29]=3)[C:19](=[O:38])[N:18]2[C:39]([O:4][CH2:3][C:2]([CH3:6])([CH3:5])[CH3:1])=[O:40])=[CH:15][CH:16]=1)#[N:10]. The catalyst class is: 7.